The task is: Predict the reactants needed to synthesize the given product.. This data is from Full USPTO retrosynthesis dataset with 1.9M reactions from patents (1976-2016). (1) Given the product [Br:25][C:26]1[CH:27]=[CH:28][C:29]([F:34])=[C:30]([CH:31]([C:7]2[CH:12]=[CH:11][C:10]([C:13]#[C:14][Si:15]([CH:22]([CH3:24])[CH3:23])([CH:19]([CH3:21])[CH3:20])[CH:16]([CH3:18])[CH3:17])=[CH:9][CH:8]=2)[OH:32])[CH:33]=1, predict the reactants needed to synthesize it. The reactants are: C([Li])CCC.Br[C:7]1[CH:12]=[CH:11][C:10]([C:13]#[C:14][Si:15]([CH:22]([CH3:24])[CH3:23])([CH:19]([CH3:21])[CH3:20])[CH:16]([CH3:18])[CH3:17])=[CH:9][CH:8]=1.[Br:25][C:26]1[CH:27]=[CH:28][C:29]([F:34])=[C:30]([CH:33]=1)[CH:31]=[O:32].O. (2) Given the product [ClH:1].[CH2:22]([CH:29]([CH2:40][N:41]([CH3:43])[CH3:42])[C:30]([C:32]1[CH:37]=[C:36]([Cl:21])[CH:35]=[CH:34][C:33]=1[Cl:39])=[O:31])[C:23]1[CH:24]=[CH:25][CH:26]=[CH:27][CH:28]=1, predict the reactants needed to synthesize it. The reactants are: [Cl:1]C1C=CC(Cl)=CC=1C=O.COC1C=C(C=CC=1)C=O.[ClH:21].[CH2:22]([CH:29]([CH2:40][N:41]([CH3:43])[CH3:42])[C:30]([C:32]1[CH:37]=[CH:36][C:35](Cl)=[CH:34][C:33]=1[Cl:39])=[O:31])[C:23]1[CH:28]=[CH:27][CH:26]=[CH:25][CH:24]=1. (3) Given the product [CH:1]1([CH2:4][NH:5][C:6](=[O:17])[NH:7][C:8]2[CH:9]=[CH:10][C:11]([C:12]([N:19]([CH:20]3[CH2:25][CH2:24][N:23]([C:26]([O:28][C:29]([CH3:32])([CH3:31])[CH3:30])=[O:27])[CH2:22][CH2:21]3)[CH3:18])=[O:14])=[CH:15][CH:16]=2)[CH2:2][CH2:3]1, predict the reactants needed to synthesize it. The reactants are: [CH:1]1([CH2:4][NH:5][C:6](=[O:17])[NH:7][C:8]2[CH:16]=[CH:15][C:11]([C:12]([OH:14])=O)=[CH:10][CH:9]=2)[CH2:3][CH2:2]1.[CH3:18][NH:19][CH:20]1[CH2:25][CH2:24][N:23]([C:26]([O:28][C:29]([CH3:32])([CH3:31])[CH3:30])=[O:27])[CH2:22][CH2:21]1.C(N(CC)CC)C. (4) Given the product [C:17]([O:20][CH2:21][C:22]1[C:23]([N:37]2[N:46]=[CH:45][C:44]3[C:39](=[C:40]([F:51])[CH:41]=[C:42]([C:47]([CH3:49])([CH3:48])[CH3:50])[CH:43]=3)[C:38]2=[O:52])=[N:24][CH:25]=[CH:26][C:27]=1[C:2]1[CH:3]=[C:4]([NH:10][C:11]2[CH:15]=[C:14]([CH3:16])[O:13][N:12]=2)[C:5](=[O:9])[N:6]([CH3:8])[N:7]=1)(=[O:19])[CH3:18], predict the reactants needed to synthesize it. The reactants are: Cl[C:2]1[CH:3]=[C:4]([NH:10][C:11]2[CH:15]=[C:14]([CH3:16])[O:13][N:12]=2)[C:5](=[O:9])[N:6]([CH3:8])[N:7]=1.[C:17]([O:20][CH2:21][C:22]1[C:23]([N:37]2[N:46]=[CH:45][C:44]3[C:39](=[C:40]([F:51])[CH:41]=[C:42]([C:47]([CH3:50])([CH3:49])[CH3:48])[CH:43]=3)[C:38]2=[O:52])=[N:24][CH:25]=[CH:26][C:27]=1B1OC(C)(C)C(C)(C)O1)(=[O:19])[CH3:18].C([O-])(=O)C.[K+].[O-]P([O-])([O-])=O.[K+].[K+].[K+]. (5) Given the product [CH3:1][O:2][C:3](=[O:13])[C:4]1[CH:9]=[C:8]([O:10][CH3:11])[CH:7]=[CH:6][C:28]=1/[CH:29]=[CH:50]/[C:45]1[CH:44]=[CH:49][CH:48]=[C:47]([Cl:14])[CH:46]=1, predict the reactants needed to synthesize it. The reactants are: [CH3:1][O:2][C:3](=[O:13])[C:4]1[CH:9]=[C:8]([O:10][CH3:11])[CH:7]=[CH:6]C=1Br.[Cl:14]C=CC1C=CC=CC=1.C(N([CH2:28][CH3:29])CC)C.[C:45]1([CH3:50])[CH:46]=[CH:47][CH:48]=[CH:49][C:44]=1P([C:44]1[CH:49]=[CH:48][CH:47]=[CH:46][C:45]=1[CH3:50])[C:44]1[CH:49]=[CH:48][CH:47]=[CH:46][C:45]=1[CH3:50]. (6) Given the product [F:19][C:20]1[CH:28]=[C:27]([F:29])[CH:26]=[CH:25][C:21]=1[C:22]([N:15]1[CH2:16][CH2:17][CH2:18][C@H:13]([C:11]2[O:10][N:9]=[C:8]([C:2]3[CH:3]=[CH:4][CH:5]=[CH:6][CH:7]=3)[N:12]=2)[CH2:14]1)=[O:23], predict the reactants needed to synthesize it. The reactants are: Cl.[C:2]1([C:8]2[N:12]=[C:11]([C@H:13]3[CH2:18][CH2:17][CH2:16][NH:15][CH2:14]3)[O:10][N:9]=2)[CH:7]=[CH:6][CH:5]=[CH:4][CH:3]=1.[F:19][C:20]1[CH:28]=[C:27]([F:29])[CH:26]=[CH:25][C:21]=1[C:22](Cl)=[O:23].